Task: Regression. Given two drug SMILES strings and cell line genomic features, predict the synergy score measuring deviation from expected non-interaction effect.. Dataset: NCI-60 drug combinations with 297,098 pairs across 59 cell lines Drug 1: CC=C1C(=O)NC(C(=O)OC2CC(=O)NC(C(=O)NC(CSSCCC=C2)C(=O)N1)C(C)C)C(C)C. Drug 2: C1=CN(C=N1)CC(O)(P(=O)(O)O)P(=O)(O)O. Cell line: NCIH23. Synergy scores: CSS=19.0, Synergy_ZIP=3.10, Synergy_Bliss=5.20, Synergy_Loewe=-12.8, Synergy_HSA=1.79.